Predict which catalyst facilitates the given reaction. From a dataset of Catalyst prediction with 721,799 reactions and 888 catalyst types from USPTO. (1) The catalyst class is: 2. Reactant: [NH2:1][C:2]1[CH:7]=[C:6]([CH2:8][NH:9][C:10]2[CH:28]=[CH:27][CH:26]=[CH:25][C:11]=2[C:12]([NH:14][C:15]2[CH:20]=[CH:19][CH:18]=[C:17]([C:21]([F:24])([F:23])[F:22])[CH:16]=2)=[O:13])[CH:5]=[CH:4][N:3]=1.[CH2:29]([N:36]=[C:37]=[O:38])[C:30]1[CH:35]=[CH:34][CH:33]=[CH:32][CH:31]=1. Product: [CH2:29]([NH:36][C:37](=[O:38])[NH:1][C:2]1[CH:7]=[C:6]([CH2:8][NH:9][C:10]2[CH:28]=[CH:27][CH:26]=[CH:25][C:11]=2[C:12]([NH:14][C:15]2[CH:20]=[CH:19][CH:18]=[C:17]([C:21]([F:22])([F:24])[F:23])[CH:16]=2)=[O:13])[CH:5]=[CH:4][N:3]=1)[C:30]1[CH:35]=[CH:34][CH:33]=[CH:32][CH:31]=1. (2) Reactant: [CH2:1]([C:3]([C:25]1[CH:30]=[CH:29][C:28]([OH:31])=[C:27]([CH3:32])[CH:26]=1)([C:6]1[CH:11]=[CH:10][C:9](/[CH:12]=[CH:13]/[C:14]([OH:23])([C:19]([F:22])([F:21])[F:20])[C:15]([F:18])([F:17])[F:16])=[C:8]([CH3:24])[CH:7]=1)[CH2:4][CH3:5])[CH3:2].[H-].[Na+].[CH3:35][O:36][CH2:37]Cl.[NH4+].[Cl-]. Product: [CH2:1]([C:3]([C:25]1[CH:30]=[CH:29][C:28]([OH:31])=[C:27]([CH3:32])[CH:26]=1)([C:6]1[CH:11]=[CH:10][C:9](/[CH:12]=[CH:13]/[C:14]([O:23][CH2:35][O:36][CH3:37])([C:19]([F:20])([F:21])[F:22])[C:15]([F:18])([F:17])[F:16])=[C:8]([CH3:24])[CH:7]=1)[CH2:4][CH3:5])[CH3:2]. The catalyst class is: 3. (3) Reactant: [CH3:1][O:2][C:3]([C:5]1[CH:10]([C:11]2[CH:16]=[CH:15][C:14]([C:17]#[N:18])=[CH:13][CH:12]=2)[N:9]2[C:19](=[O:26])[N:20]([CH2:22][C:23]([OH:25])=O)[N:21]=[C:8]2[N:7]([C:27]2[CH:32]=[CH:31][CH:30]=[C:29]([C:33]([F:36])([F:35])[F:34])[CH:28]=2)[C:6]=1[CH3:37])=[O:4].[CH:38]([N:41]([CH:44]([CH3:46])C)[CH2:42]C)(C)C.CN(C(ON1N=NC2[CH:58]=[CH:59][CH:60]=[N:61][C:56]1=2)=[N+](C)C)C.F[P-](F)(F)(F)(F)F. Product: [CH3:1][O:2][C:3]([C:5]1[CH:10]([C:11]2[CH:12]=[CH:13][C:14]([C:17]#[N:18])=[CH:15][CH:16]=2)[N:9]2[C:19](=[O:26])[N:20]([CH2:22][C:23](=[O:25])[N:61]([CH2:60][CH2:59][CH2:58][CH2:46][CH2:44][N:41]([CH3:38])[CH3:42])[CH3:56])[N:21]=[C:8]2[N:7]([C:27]2[CH:32]=[CH:31][CH:30]=[C:29]([C:33]([F:34])([F:35])[F:36])[CH:28]=2)[C:6]=1[CH3:37])=[O:4]. The catalyst class is: 3. (4) Reactant: [H-].[H-].[H-].[H-].[Li+].[Al+3].[SH:7][C:8]1[N:9]=[C:10]([CH3:18])[S:11][C:12]=1[C:13](OCC)=[O:14]. Product: [SH:7][C:8]1[N:9]=[C:10]([CH3:18])[S:11][C:12]=1[CH2:13][OH:14]. The catalyst class is: 1. (5) Reactant: C(OC(=O)[NH:7][C:8]([C:11]1[O:15][N:14]=[C:13]([NH2:16])[N:12]=1)([CH3:10])[CH3:9])(C)(C)C.[ClH:18].O1CCOCC1. The catalyst class is: 8. Product: [ClH:18].[NH2:7][C:8]([C:11]1[O:15][N:14]=[C:13]([NH2:16])[N:12]=1)([CH3:10])[CH3:9]. (6) Product: [CH2:8]([N:7]1[C:2]([OH:1])=[C:3]([C:20]([NH:22][CH2:23][C:24]([OH:26])=[O:25])=[O:21])[C:4](=[O:19])[N:5]([CH2:12][C:13]2[CH:18]=[CH:17][CH:16]=[CH:15][CH:14]=2)[C:6]1=[O:11])[CH2:9][CH2:10][CH3:27]. Reactant: [OH:1][C:2]1[N:7]([CH2:8][CH2:9][CH3:10])[C:6](=[O:11])[N:5]([CH2:12][C:13]2[CH:18]=[CH:17][CH:16]=[CH:15][CH:14]=2)[C:4](=[O:19])[C:3]=1[C:20]([NH:22][CH2:23][C:24]([OH:26])=[O:25])=[O:21].[CH2:27](N1C(=O)CC(=O)N(CC2C=CC=CC=2)C1=O)CCC.C(N(C(C)C)CC)(C)C.N(CC(OCC)=O)=C=O. The catalyst class is: 22. (7) Reactant: O1CCOCC1.Cl.O1[C:12]2([CH2:17][CH2:16][N:15]([C:18]3[CH:19]=[CH:20][C:21]([OH:46])=[C:22]([CH:45]=3)[C:23]([NH:25][C:26]3[CH:38]=[C:37]([C:39]4[CH:44]=[CH:43][CH:42]=[CH:41][CH:40]=4)[CH:36]=[CH:35][C:27]=3[C:28]([O:30]C(C)(C)C)=[O:29])=[O:24])[CH2:14][CH2:13]2)[O:11]CC1.C(=O)(O)[O-].[Na+]. Product: [OH:46][C:21]1[CH:20]=[CH:19][C:18]([N:15]2[CH2:16][CH2:17][C:12](=[O:11])[CH2:13][CH2:14]2)=[CH:45][C:22]=1[C:23]([NH:25][C:26]1[CH:38]=[C:37]([C:39]2[CH:40]=[CH:41][CH:42]=[CH:43][CH:44]=2)[CH:36]=[CH:35][C:27]=1[C:28]([OH:30])=[O:29])=[O:24]. The catalyst class is: 84.